The task is: Predict the product of the given reaction.. This data is from Forward reaction prediction with 1.9M reactions from USPTO patents (1976-2016). (1) Given the reactants [NH2:1][CH:2]1[CH2:7][CH2:6][N:5]([C:8](=[O:29])[CH2:9][N:10]2[CH2:15][CH2:14][CH2:13][C:12]([C:22]3[CH:27]=[CH:26][CH:25]=[CH:24][CH:23]=3)([C:16]3[CH:21]=[CH:20][CH:19]=[CH:18][CH:17]=3)[C:11]2=[O:28])[CH2:4][CH2:3]1.[C:30]([C:38]1[CH:43]=[CH:42][CH:41]=[CH:40][CH:39]=1)(=O)[C:31]1[CH:36]=[CH:35][CH:34]=[CH:33][CH:32]=1.[BH4-].[Na+], predict the reaction product. The product is: [CH:30]([NH:1][CH:2]1[CH2:7][CH2:6][N:5]([C:8](=[O:29])[CH2:9][N:10]2[CH2:15][CH2:14][CH2:13][C:12]([C:22]3[CH:27]=[CH:26][CH:25]=[CH:24][CH:23]=3)([C:16]3[CH:17]=[CH:18][CH:19]=[CH:20][CH:21]=3)[C:11]2=[O:28])[CH2:4][CH2:3]1)([C:31]1[CH:36]=[CH:35][CH:34]=[CH:33][CH:32]=1)[C:38]1[CH:43]=[CH:42][CH:41]=[CH:40][CH:39]=1. (2) Given the reactants C1(C)C(C)=CC=CC=1.[CH2:9]([NH2:16])[C:10]1[CH:15]=[CH:14][CH:13]=[CH:12][CH:11]=1.[C:17](O)(=[O:25])[C@@H:18]([C@H:20]([C:22](O)=[O:23])[OH:21])[OH:19].CO, predict the reaction product. The product is: [CH2:9]([N:16]1[C:22](=[O:23])[C@H:20]([OH:21])[C@@H:18]([OH:19])[C:17]1=[O:25])[C:10]1[CH:15]=[CH:14][CH:13]=[CH:12][CH:11]=1. (3) Given the reactants [C:1]([C:3]1[N:7]2[N:8]=[C:9]([C:12]3[CH:17]=[CH:16][C:15]([C:18]([N:20]4[CH2:25][CH2:24][O:23][CH2:22][CH2:21]4)=[O:19])=[CH:14][CH:13]=3)[CH:10]=[CH:11][C:6]2=[N:5][CH:4]=1)#[CH:2].I[C:27]1[C:35]2[C:30](=[N:31][CH:32]=[CH:33][CH:34]=2)[NH:29][CH:28]=1, predict the reaction product. The product is: [NH:29]1[C:30]2=[N:31][CH:32]=[CH:33][CH:34]=[C:35]2[C:27]([C:2]#[C:1][C:3]2[N:7]3[N:8]=[C:9]([C:12]4[CH:13]=[CH:14][C:15]([C:18]([N:20]5[CH2:21][CH2:22][O:23][CH2:24][CH2:25]5)=[O:19])=[CH:16][CH:17]=4)[CH:10]=[CH:11][C:6]3=[N:5][CH:4]=2)=[CH:28]1. (4) Given the reactants [N:1]([O-])=O.[Na+].[NH2:5][C:6]1[CH:7]=[CH:8][C:9]([O:12][CH3:13])=[N:10][CH:11]=1.[CH3:14][O:15][C:16](=[O:39])[CH:17]([NH:22][C:23]([C:25]1[CH:30]=[CH:29][C:28]([O:31][CH2:32][C:33]2[CH:38]=[CH:37][CH:36]=[CH:35][CH:34]=2)=[CH:27][N:26]=1)=O)C(OC)=O.C(=O)([O-])[O-].[K+].[K+], predict the reaction product. The product is: [CH3:14][O:15][C:16]([C:17]1[N:22]=[C:23]([C:25]2[CH:30]=[CH:29][C:28]([O:31][CH2:32][C:33]3[CH:38]=[CH:37][CH:36]=[CH:35][CH:34]=3)=[CH:27][N:26]=2)[N:5]([C:6]2[CH:11]=[N:10][C:9]([O:12][CH3:13])=[CH:8][CH:7]=2)[N:1]=1)=[O:39].